Dataset: Reaction yield outcomes from USPTO patents with 853,638 reactions. Task: Predict the reaction yield, written as a fraction of the theoretical maximum amount of product (1.0 means a 100% yield; for example, 0.34 means a 34% yield). (1) The product is [CH3:46][O:45][C:42]1[CH:43]=[CH:44][C:39]([CH2:38][N:8]([CH2:7][C:6]2[CH:5]=[CH:4][C:3]([O:2][CH3:1])=[CH:48][CH:47]=2)[C:9]2[N:14]=[C:13]([CH3:15])[N:12]=[C:11]([C:16]3[C:21]([NH:65][C:63]4[CH:62]=[CH:61][C:60]5[S:56][CH:57]=[N:58][C:59]=5[CH:64]=4)=[N:20][CH:19]=[C:18]([CH:23]([N:25]4[CH2:30][CH2:29][NH:28][CH2:27][CH2:26]4)[CH3:24])[CH:17]=3)[N:10]=2)=[CH:40][CH:41]=1. The yield is 0.660. The catalyst is ClC(Cl)C. The reactants are [CH3:1][O:2][C:3]1[CH:48]=[CH:47][C:6]([CH2:7][N:8]([CH2:38][C:39]2[CH:44]=[CH:43][C:42]([O:45][CH3:46])=[CH:41][CH:40]=2)[C:9]2[N:14]=[C:13]([CH3:15])[N:12]=[C:11]([C:16]3[CH:17]=[C:18]([CH:23]([N:25]4[CH2:30][CH2:29][N:28](C(OC(C)(C)C)=O)[CH2:27][CH2:26]4)[CH3:24])[CH:19]=[N:20][C:21]=3F)[N:10]=2)=[CH:5][CH:4]=1.FC(F)(F)C(O)=O.[S:56]1[C:60]2[CH:61]=[CH:62][C:63]([NH2:65])=[CH:64][C:59]=2[N:58]=[CH:57]1.C[Si]([N-][Si](C)(C)C)(C)C.[Na+]. (2) The reactants are [Cl:1][C:2]1[CH:7]=[CH:6][C:5]([S:8]([NH:11][C@H:12]([C:15]2[CH:20]=[CH:19][CH:18]=[CH:17][CH:16]=2)[CH2:13][CH3:14])(=[O:10])=[O:9])=[CH:4][CH:3]=1.[F:21][C:22]1[CH:23]=[C:24]([CH:27]=[CH:28][C:29]=1[O:30][CH3:31])[CH2:25]Br.C(=O)([O-])[O-].[Cs+].[Cs+].O. The catalyst is CN(C=O)C.C(OCC)(=O)C. The product is [Cl:1][C:2]1[CH:7]=[CH:6][C:5]([S:8]([N:11]([CH2:25][C:24]2[CH:27]=[CH:28][C:29]([O:30][CH3:31])=[C:22]([F:21])[CH:23]=2)[C@H:12]([C:15]2[CH:16]=[CH:17][CH:18]=[CH:19][CH:20]=2)[CH2:13][CH3:14])(=[O:10])=[O:9])=[CH:4][CH:3]=1. The yield is 0.480. (3) The reactants are [CH2:1]([O:8][C:9]1[CH:14]=[CH:13][C:12]([C:15](=[O:17])[CH3:16])=[CH:11][C:10]=1[O:18][CH3:19])[C:2]1[CH:7]=[CH:6][CH:5]=[CH:4][CH:3]=1.[N+:20]([O-])([OH:22])=[O:21].S(=O)(=O)(O)O. The catalyst is ClCCl. The product is [CH2:1]([O:8][C:9]1[C:10]([O:18][CH3:19])=[CH:11][C:12]([C:15](=[O:17])[CH3:16])=[C:13]([N+:20]([O-:22])=[O:21])[CH:14]=1)[C:2]1[CH:3]=[CH:4][CH:5]=[CH:6][CH:7]=1. The yield is 0.600. (4) The reactants are [Li]OC(C)=O.O.O.[Cl:8][C:9]1[CH:10]=[CH:11][C:12]2[O:17][CH2:16][C:15](C(O)=O)=[CH:14][C:13]=2[CH:21]=1.C1C(=O)N([Br:29])C(=O)C1. The catalyst is CC#N.O. The product is [Br:29][C:15]1[CH2:16][O:17][C:12]2[C:13]([CH:14]=1)=[CH:21][C:9]([Cl:8])=[CH:10][CH:11]=2. The yield is 0.270. (5) The catalyst is CN(C)C=O. The yield is 0.610. The product is [NH2:33][C:30]1[N:31]=[CH:32][C:27]([C:8]2[N:7]=[C:6]3[C:11]([N:12]=[C:13]([N:14]4[CH2:19][CH2:18][N:17]([C:62](=[O:63])[CH2:61][C@@H:60]([OH:59])[CH3:65])[C@H:16]([CH3:20])[CH2:15]4)[N:5]3[CH2:1][CH:2]([CH3:4])[CH3:3])=[C:10]([N:21]3[CH2:26][CH2:25][O:24][CH2:23][CH2:22]3)[N:9]=2)=[CH:28][N:29]=1. The reactants are [CH2:1]([N:5]1[C:13]([N:14]2[CH2:19][CH2:18][NH:17][C@H:16]([CH3:20])[CH2:15]2)=[N:12][C:11]2[C:6]1=[N:7][C:8]([C:27]1[CH:28]=[N:29][C:30]([NH2:33])=[N:31][CH:32]=1)=[N:9][C:10]=2[N:21]1[CH2:26][CH2:25][O:24][CH2:23][CH2:22]1)[CH:2]([CH3:4])[CH3:3].C1(N=C=NC2CCCCC2)CCCCC1.ON1C2C=CC=CC=2N=N1.[OH:59][C@@H:60]([CH3:65])[CH2:61][C:62](O)=[O:63]. (6) The reactants are [CH3:1][O:2][C:3]1[CH:4]=[C:5]2[C:10](=[CH:11][C:12]=1[O:13][CH3:14])[N:9]=[CH:8][CH:7]=[C:6]2[O:15][C:16]1[CH:21]=[CH:20][C:19]([NH2:22])=[CH:18][CH:17]=1.C(N(CC)CC)C.Cl[C:31]([O:33][C:34]1[CH:39]=[CH:38][CH:37]=[CH:36][CH:35]=1)=[O:32]. The catalyst is CN(C)C=O.CCCCCC.C(OCC)(=O)C.O. The product is [C:34]1([O:33][C:31](=[O:32])[NH:22][C:19]2[CH:18]=[CH:17][C:16]([O:15][C:6]3[C:5]4[C:10](=[CH:11][C:12]([O:13][CH3:14])=[C:3]([O:2][CH3:1])[CH:4]=4)[N:9]=[CH:8][CH:7]=3)=[CH:21][CH:20]=2)[CH:39]=[CH:38][CH:37]=[CH:36][CH:35]=1. The yield is 0.600.